This data is from Forward reaction prediction with 1.9M reactions from USPTO patents (1976-2016). The task is: Predict the product of the given reaction. (1) Given the reactants [O:1]1[CH2:6][CH2:5][N:4]([C:7]2[C:8]3[N:9]([CH:32]=[C:33]([CH2:35][O:36][C:37]4[CH:46]=[CH:45][C:44]5[C:39](=[CH:40][CH:41]=[CH:42][CH:43]=5)[N:38]=4)[N:34]=3)[C:10]([C:13]3[CH:14]=[CH:15][C:16]([N:19]4[CH2:24][CH2:23][N:22](C(OC(C)(C)C)=O)[CH2:21][CH2:20]4)=[N:17][CH:18]=3)=[CH:11][N:12]=2)[CH2:3][CH2:2]1.C(O)(C(F)(F)F)=O, predict the reaction product. The product is: [N:19]1([C:16]2[N:17]=[CH:18][C:13]([C:10]3[N:9]4[CH:32]=[C:33]([CH2:35][O:36][C:37]5[CH:46]=[CH:45][C:44]6[C:39](=[CH:40][CH:41]=[CH:42][CH:43]=6)[N:38]=5)[N:34]=[C:8]4[C:7]([N:4]4[CH2:3][CH2:2][O:1][CH2:6][CH2:5]4)=[N:12][CH:11]=3)=[CH:14][CH:15]=2)[CH2:24][CH2:23][NH:22][CH2:21][CH2:20]1. (2) Given the reactants [N:1]1[CH:6]=[CH:5][C:4]([CH2:7][CH2:8][CH2:9]O)=[CH:3][CH:2]=1.[C:11]1(=[O:21])[NH:15][C:14](=[O:16])[C:13]2=[CH:17][CH:18]=[CH:19][CH:20]=[C:12]12.C1(P(C2C=CC=CC=2)C2C=CC=CC=2)C=CC=CC=1.CC(OC(/N=N/C(OC(C)C)=O)=O)C, predict the reaction product. The product is: [N:1]1[CH:2]=[CH:3][C:4]([CH2:7][CH2:8][CH2:9][N:15]2[C:11](=[O:21])[C:12]3[C:13](=[CH:17][CH:18]=[CH:19][CH:20]=3)[C:14]2=[O:16])=[CH:5][CH:6]=1. (3) Given the reactants [OH:1][N:2]=[C:3](Cl)[C:4]1[CH:15]=[CH:14][C:7]2[B:8]([OH:13])[O:9][C:10]([CH3:12])([CH3:11])[C:6]=2[CH:5]=1.[Cl:17][C:18]1[CH:23]=[C:22]([C:24]([C:26]([F:29])([F:28])[F:27])=[CH2:25])[CH:21]=[C:20]([Cl:30])[C:19]=1[O:31][CH3:32], predict the reaction product. The product is: [Cl:17][C:18]1[CH:23]=[C:22]([C:24]2([C:26]([F:29])([F:27])[F:28])[O:1][N:2]=[C:3]([C:4]3[CH:15]=[CH:14][C:7]4[B:8]([OH:13])[O:9][C:10]([CH3:12])([CH3:11])[C:6]=4[CH:5]=3)[CH2:25]2)[CH:21]=[C:20]([Cl:30])[C:19]=1[O:31][CH3:32]. (4) The product is: [NH2:1][C:2]1[C:11]2[C:6](=[CH:7][CH:8]=[CH:9][C:10]=2[O:12][CH2:13][C:14]([NH:17][C:29]([CH:24]2[CH2:28][CH2:27][CH2:26][CH2:25]2)=[O:30])([CH3:16])[CH3:15])[N:5]=[C:4]([CH3:18])[C:3]=1[C:19]([O:21][CH2:22][CH3:23])=[O:20]. Given the reactants [NH2:1][C:2]1[C:11]2[C:6](=[CH:7][CH:8]=[CH:9][C:10]=2[O:12][CH2:13][C:14]([NH2:17])([CH3:16])[CH3:15])[N:5]=[C:4]([CH3:18])[C:3]=1[C:19]([O:21][CH2:22][CH3:23])=[O:20].[CH:24]1([C:29](O)=[O:30])[CH2:28][CH2:27][CH2:26][CH2:25]1, predict the reaction product.